From a dataset of Catalyst prediction with 721,799 reactions and 888 catalyst types from USPTO. Predict which catalyst facilitates the given reaction. (1) Reactant: [Cl:1][C:2]1[CH:3]=[C:4]([CH:11]=[C:12]([Cl:14])[N:13]=1)[C:5](N(OC)C)=[O:6].O1CCC[CH2:16]1.C[Mg]Br.[Cl-].[NH4+]. Product: [Cl:1][C:2]1[CH:3]=[C:4]([C:5](=[O:6])[CH3:16])[CH:11]=[C:12]([Cl:14])[N:13]=1. The catalyst class is: 54. (2) Reactant: [CH3:1][C:2]1[CH:7]=[C:6]([CH3:8])[CH:5]=[CH:4][C:3]=1[N:9]([CH2:21][CH:22]([CH3:24])[CH3:23])[S:10]([C:13]1[CH:18]=[CH:17][CH:16]=[C:15]([CH2:19][OH:20])[CH:14]=1)(=[O:12])=[O:11].[H-].[Na+].Br[CH2:28][C:29]1[CH:34]=[CH:33][N:32]=[CH:31][CH:30]=1. Product: [CH3:1][C:2]1[CH:7]=[C:6]([CH3:8])[CH:5]=[CH:4][C:3]=1[N:9]([CH2:21][CH:22]([CH3:24])[CH3:23])[S:10]([C:13]1[CH:18]=[CH:17][CH:16]=[C:15]([CH2:19][O:20][CH2:28][C:29]2[CH:34]=[CH:33][N:32]=[CH:31][CH:30]=2)[CH:14]=1)(=[O:11])=[O:12]. The catalyst class is: 9. (3) Reactant: Br[C:2]1[CH:3]=[C:4]([C:7]([O:9][CH3:10])=[O:8])[S:5][CH:6]=1.C(=O)([O-])[O-].[K+].[K+].[CH3:17][N:18]1[C:22](B2OC(C)(C)C(C)(C)O2)=[CH:21][CH:20]=[N:19]1. Product: [CH3:17][N:18]1[C:22]([C:2]2[CH:3]=[C:4]([C:7]([O:9][CH3:10])=[O:8])[S:5][CH:6]=2)=[CH:21][CH:20]=[N:19]1. The catalyst class is: 760. (4) Reactant: N(C(OC(C)C)=O)=NC(OC(C)C)=O.[CH3:15][N:16]1[C:20]2[CH:21]=[CH:22][C:23]([N:25]3[CH:30]=[C:29]([C:31]([O:33][CH2:34][CH3:35])=[O:32])[C:28](=[O:36])[NH:27][C:26]3=[O:37])=[CH:24][C:19]=2[N:18]([CH3:38])[C:17]1=[O:39].C1(P(C2C=CC=CC=2)C2C=CC=CC=2)C=CC=CC=1.[F:59][C:60]1[CH:68]=[C:67]([F:69])[CH:66]=[C:65]2[C:61]=1[CH2:62][CH2:63][CH:64]2O.Cl. Product: [F:59][C:60]1[CH:68]=[C:67]([F:69])[CH:66]=[C:65]2[C:61]=1[CH2:62][CH2:63][CH:64]2[N:27]1[C:28](=[O:36])[C:29]([C:31]([O:33][CH2:34][CH3:35])=[O:32])=[CH:30][N:25]([C:23]2[CH:22]=[CH:21][C:20]3[N:16]([CH3:15])[C:17](=[O:39])[N:18]([CH3:38])[C:19]=3[CH:24]=2)[C:26]1=[O:37]. The catalyst class is: 118. (5) Reactant: [NH2:1][C:2]1[N:10]=[CH:9][CH:8]=[CH:7][C:3]=1[C:4]([OH:6])=O.ON1C2C=CC=CC=2N=N1.CCN=C=NCCCN(C)C.[CH2:32]([C:34]1[CH:35]=[C:36]([CH:46]=[CH:47][CH:48]=1)[O:37][C:38]1[CH:45]=[CH:44][C:41]([CH2:42][NH2:43])=[CH:40][CH:39]=1)[CH3:33].C(=O)(O)[O-].[Na+]. Product: [CH2:32]([C:34]1[CH:35]=[C:36]([CH:46]=[CH:47][CH:48]=1)[O:37][C:38]1[CH:45]=[CH:44][C:41]([CH2:42][NH:43][C:4](=[O:6])[C:3]2[CH:7]=[CH:8][CH:9]=[N:10][C:2]=2[NH2:1])=[CH:40][CH:39]=1)[CH3:33]. The catalyst class is: 3. (6) Reactant: [OH:1][CH2:2][CH2:3][CH2:4][CH2:5][N:6]1[C:10](=[O:11])[C:9]2[CH:12]=[CH:13][CH:14]=[CH:15][C:8]=2[S:7]1(=[O:17])=[O:16].C(N(CC)CC)C.[O:25](S(C)(=O)=O)[S:26]([CH3:29])(=O)=[O:27]. Product: [CH3:29][S:26]([O:1][CH2:2][CH2:3][CH2:4][CH2:5][N:6]1[C:10](=[O:11])[C:9]2[CH:12]=[CH:13][CH:14]=[CH:15][C:8]=2[S:7]1(=[O:16])=[O:17])(=[O:27])=[O:25]. The catalyst class is: 13. (7) Reactant: [BH4-].[Na+].[CH2:3]([O:10][C:11]1[CH:12]=[C:13]([CH:19]([CH2:25][N+:26]([O-])=O)[CH2:20][C:21](OC)=[O:22])[CH:14]=[CH:15][C:16]=1[O:17][CH3:18])[C:4]1[CH:9]=[CH:8][CH:7]=[CH:6][CH:5]=1.C([O-])([O-])=O.[K+].[K+]. Product: [CH2:3]([O:10][C:11]1[CH:12]=[C:13]([CH:19]2[CH2:25][NH:26][C:21](=[O:22])[CH2:20]2)[CH:14]=[CH:15][C:16]=1[O:17][CH3:18])[C:4]1[CH:9]=[CH:8][CH:7]=[CH:6][CH:5]=1. The catalyst class is: 5.